Dataset: Catalyst prediction with 721,799 reactions and 888 catalyst types from USPTO. Task: Predict which catalyst facilitates the given reaction. (1) Reactant: [S:1]([NH2:11])(=[O:10])([C:3]1[CH:8]=[CH:7][C:6]([NH2:9])=[CH:5][CH:4]=1)=[O:2].C([NH:20][C:21]#[N:22])(=O)C1C=CC=CC=1. Product: [S:1]([C:3]1[CH:4]=[CH:5][C:6]([NH:9][C:21]([NH2:22])=[NH:20])=[CH:7][CH:8]=1)(=[O:10])(=[O:2])[NH2:11]. The catalyst class is: 361. (2) Reactant: [CH3:1][NH:2][C:3]1[C:8]([CH2:9][OH:10])=[CH:7][N:6]=[C:5]([S:11][CH3:12])[N:4]=1. Product: [CH3:1][NH:2][C:3]1[C:8]([CH:9]=[O:10])=[CH:7][N:6]=[C:5]([S:11][CH3:12])[N:4]=1. The catalyst class is: 485. (3) Reactant: [C:1]([OH:13])(=[O:12])[CH2:2][C:3]([CH2:8][C:9]([OH:11])=[O:10])([C:5]([OH:7])=[O:6])[OH:4].[NH2:14][C:15]1[C:20]2[C:21]([C:24]3[CH:29]=[CH:28][C:27]([NH:30][C:31]([NH:33][C:34]4[CH:39]=[CH:38][CH:37]=[C:36]([F:40])[CH:35]=4)=[O:32])=[CH:26][CH:25]=3)=[CH:22][S:23][C:19]=2[C:18]([C:41]2[CH:42]=[N:43][N:44]([CH2:46][CH2:47][OH:48])[CH:45]=2)=[CH:17][N:16]=1.O. Product: [NH2:14][C:15]1[C:20]2[C:21]([C:24]3[CH:25]=[CH:26][C:27]([NH:30][C:31]([NH:33][C:34]4[CH:39]=[CH:38][CH:37]=[C:36]([F:40])[CH:35]=4)=[O:32])=[CH:28][CH:29]=3)=[CH:22][S:23][C:19]=2[C:18]([C:41]2[CH:42]=[N:43][N:44]([CH2:46][CH2:47][OH:48])[CH:45]=2)=[CH:17][N:16]=1.[C:1]([OH:13])(=[O:12])[CH2:2][C:3]([CH2:8][C:9]([OH:11])=[O:10])([C:5]([OH:7])=[O:6])[OH:4]. The catalyst class is: 7. (4) Reactant: C(OC([N:8]1[CH2:13][CH2:12][CH:11]([O:14][C:15]2[CH:40]=[C:39]([O:41]COC)[CH:38]=[CH:37][C:16]=2[C:17]([NH:19][C:20]2[CH:35]=[CH:34][C:33]([F:36])=[CH:32][C:21]=2[C:22]([NH:24][C:25]2[CH:30]=[CH:29][C:28]([Cl:31])=[CH:27][N:26]=2)=[O:23])=[O:18])[CH2:10][CH2:9]1)=O)(C)(C)C.Cl. Product: [Cl:31][C:28]1[CH:29]=[CH:30][C:25]([NH:24][C:22](=[O:23])[C:21]2[CH:32]=[C:33]([F:36])[CH:34]=[CH:35][C:20]=2[NH:19][C:17](=[O:18])[C:16]2[CH:37]=[CH:38][C:39]([OH:41])=[CH:40][C:15]=2[O:14][CH:11]2[CH2:12][CH2:13][NH:8][CH2:9][CH2:10]2)=[N:26][CH:27]=1. The catalyst class is: 71. (5) Reactant: [F:1][C:2]1[CH:7]=[CH:6][C:5]([C:8]2[S:12][C:11]([CH2:13][C:14]3[CH:15]=[C:16]([C@@:21]4([O:32][CH3:33])[C@H:26]([OH:27])[C@@H:25]([OH:28])[C@H:24]([OH:29])[C@@H:23]([CH2:30][OH:31])[O:22]4)[CH:17]=[CH:18][C:19]=3[CH3:20])=[CH:10][CH:9]=2)=[CH:4][CH:3]=1.[CH3:34][C:35]([Si:38](Cl)([CH3:40])[CH3:39])([CH3:37])[CH3:36]. Product: [C:35]([Si:38]([CH3:40])([CH3:39])[O:31][CH2:30][C@H:23]1[O:22][C@:21]([C:16]2[CH:17]=[CH:18][C:19]([CH3:20])=[C:14]([CH2:13][C:11]3[S:12][C:8]([C:5]4[CH:6]=[CH:7][C:2]([F:1])=[CH:3][CH:4]=4)=[CH:9][CH:10]=3)[CH:15]=2)([O:32][CH3:33])[C@H:26]([OH:27])[C@@H:25]([OH:28])[C@@H:24]1[OH:29])([CH3:37])([CH3:36])[CH3:34]. The catalyst class is: 537. (6) Reactant: Br[C:2]1[CH:41]=[CH:40][C:5]([CH2:6][CH:7]([NH:30][S:31]([C:34]2[CH:39]=[CH:38][CH:37]=[CH:36][N:35]=2)(=[O:33])=[O:32])[C:8]2[N:13]=[C:12]([N:14]([CH2:22][C:23]([O:25][C:26]([CH3:29])([CH3:28])[CH3:27])=[O:24])[C:15]([O:17][C:18]([CH3:21])([CH3:20])[CH3:19])=[O:16])[CH:11]=[CH:10][CH:9]=2)=[CH:4][CH:3]=1.Br[C:43]1[CH:44]=[C:45]([O:49][CH2:50][CH3:51])[CH:46]=[CH:47][CH:48]=1.C(OC1C=CC(B(O)O)=CC=1)C.C(=O)([O-])[O-].[Na+].[Na+]. Product: [C:18]([O:17][C:15]([N:14]([CH2:22][C:23]([O:25][C:26]([CH3:29])([CH3:27])[CH3:28])=[O:24])[C:12]1[CH:11]=[CH:10][CH:9]=[C:8]([CH:7]([CH2:6][C:5]2[CH:4]=[CH:3][C:2]([C:48]3[CH:47]=[CH:46][C:45]([O:49][CH2:50][CH3:51])=[CH:44][CH:43]=3)=[CH:41][CH:40]=2)[NH:30][S:31]([C:34]2[CH:39]=[CH:38][CH:37]=[CH:36][N:35]=2)(=[O:32])=[O:33])[N:13]=1)=[O:16])([CH3:19])([CH3:21])[CH3:20]. The catalyst class is: 73. (7) Reactant: [CH3:1][O:2][C:3]1[CH:4]=[C:5]([NH:11][C:12]2[N:17]=[C:16]([N:18]3[CH:22]=[CH:21][C:20]([C:23]([F:26])([F:25])[F:24])=[N:19]3)[C:15]([C:27]3[CH:28]=[C:29]([C:35](O)=[O:36])[C:30]([O:33][CH3:34])=[N:31][CH:32]=3)=[CH:14][N:13]=2)[CH:6]=[C:7]([O:9][CH3:10])[CH:8]=1.[N:38]1([CH2:44][CH2:45][CH2:46][S:47]([NH2:50])(=[O:49])=[O:48])[CH2:43][CH2:42][O:41][CH2:40][CH2:39]1.C(N(CC)CC)C.[I-].ClC1C=CC=C[N+]=1C. Product: [CH3:10][O:9][C:7]1[CH:6]=[C:5]([NH:11][C:12]2[N:17]=[C:16]([N:18]3[CH:22]=[CH:21][C:20]([C:23]([F:24])([F:26])[F:25])=[N:19]3)[C:15]([C:27]3[CH:28]=[C:29]([C:35]([NH:50][S:47]([CH2:46][CH2:45][CH2:44][N:38]4[CH2:39][CH2:40][O:41][CH2:42][CH2:43]4)(=[O:48])=[O:49])=[O:36])[C:30]([O:33][CH3:34])=[N:31][CH:32]=3)=[CH:14][N:13]=2)[CH:4]=[C:3]([O:2][CH3:1])[CH:8]=1. The catalyst class is: 143. (8) Reactant: [CH2:1]1[CH2:7][CH2:6][C:5]2[N:8]=[CH:9][CH:10]=[CH:11][C:4]=2[CH2:3][CH2:2]1.[OH:12]O. Product: [N+:8]1([O-:12])[CH:9]=[CH:10][CH:11]=[C:4]2[CH2:3][CH2:2][CH2:1][CH2:7][CH2:6][C:5]=12. The catalyst class is: 15.